From a dataset of Forward reaction prediction with 1.9M reactions from USPTO patents (1976-2016). Predict the product of the given reaction. (1) Given the reactants Cl[C:2]1[CH:7]=[CH:6][C:5]([C:8]2[NH:12][C:11]([C@@H:13]3[CH2:17][CH2:16][CH2:15][N:14]3[C:18](=[O:28])[C@@H:19]([NH:23][C:24](=[O:27])[O:25][CH3:26])[CH:20]([CH3:22])[CH3:21])=[N:10][CH:9]=2)=[CH:4][C:3]=1[C:29]#[N:30].[O:31]=[C:32]1[CH:43]2[C:44]3[N:36]([CH:37]=[CH:38][C:39]=3[CH2:40][CH2:41][C@@H:42]2[NH:45][C:46](=[O:49])[O:47][CH3:48])[CH2:35][C@@H:34]([C:50]2[NH:51][C:52]([C:55]3[CH:60]=[CH:59][C:58](B4OC(C)(C)C(C)(C)O4)=[CH:57][CH:56]=3)=[CH:53][N:54]=2)[CH2:33]1.[O-]P([O-])([O-])=O.[K+].[K+].[K+], predict the reaction product. The product is: [CH3:48][O:47][C:46](=[O:49])[NH:45][C@@H:42]1[CH:43]2[C:32](=[O:31])[CH2:33][C@H:34]([C:50]3[NH:51][C:52]([C:55]4[CH:60]=[CH:59][C:58]([C:2]5[CH:7]=[CH:6][C:5]([C:8]6[N:12]=[C:11]([C@@H:13]7[CH2:17][CH2:16][CH2:15][N:14]7[C:18](=[O:28])[C@@H:19]([NH:23][C:24]([O:25][CH3:26])=[O:27])[CH:20]([CH3:22])[CH3:21])[NH:10][CH:9]=6)=[CH:4][C:3]=5[C:29]#[N:30])=[CH:57][CH:56]=4)=[CH:53][N:54]=3)[CH2:35][N:36]3[C:44]2=[C:39]([CH:38]=[CH:37]3)[CH2:40][CH2:41]1. (2) The product is: [CH2:1]([O:2][P:3]([CH2:6][C:7]1[CH:16]=[CH:15][C:14]2[C:9](=[CH:10][CH:11]=[C:12]([CH3:17])[CH:13]=2)[CH:8]=1)(=[O:4])[OH:5])[CH3:20]. Given the reactants [CH3:1][O:2][P:3]([CH2:6][C:7]1[CH:16]=[CH:15][C:14]2[C:9](=[CH:10][CH:11]=[C:12]([CH3:17])[CH:13]=2)[CH:8]=1)(=[O:5])[OH:4].P(=O)(OCC)O[CH2:20]C.[OH-].[K+].Cl.[Cl-].[K+], predict the reaction product. (3) Given the reactants [OH:1][CH2:2][CH2:3][C:4]1[CH:21]=[CH:20][C:7]2[N:8]([CH2:17][O:18][CH3:19])[C:9](=[O:16])[C:10]3[CH:11]=[CH:12][CH:13]=[N:14][C:15]=3[C:6]=2[CH:5]=1.CC(OI1(OC(C)=O)(OC(C)=O)OC(=O)C2C=CC=CC1=2)=O.C(=O)(O)[O-].[Na+], predict the reaction product. The product is: [CH3:19][O:18][CH2:17][N:8]1[C:7]2[CH:20]=[CH:21][C:4]([CH2:3][CH:2]=[O:1])=[CH:5][C:6]=2[C:15]2[N:14]=[CH:13][CH:12]=[CH:11][C:10]=2[C:9]1=[O:16].